Dataset: Full USPTO retrosynthesis dataset with 1.9M reactions from patents (1976-2016). Task: Predict the reactants needed to synthesize the given product. (1) Given the product [ClH:21].[OH:20][CH2:19][CH2:18][NH:17][C:15](=[O:16])[CH2:14][CH:10]1[CH2:11][CH2:12][CH2:13][NH:8][CH2:9]1, predict the reactants needed to synthesize it. The reactants are: C(OC([N:8]1[CH2:13][CH2:12][CH2:11][CH:10]([CH2:14][C:15]([NH:17][CH2:18][CH2:19][OH:20])=[O:16])[CH2:9]1)=O)(C)(C)C.[ClH:21]. (2) Given the product [NH2:1][C:2]([C:10]1[CH:15]=[CH:14][CH:13]=[CH:12][CH:11]=1)([CH2:8][CH3:9])[CH2:3][OH:4], predict the reactants needed to synthesize it. The reactants are: [NH2:1][C:2]([C:10]1[CH:15]=[CH:14][CH:13]=[CH:12][CH:11]=1)([CH2:8][CH3:9])[C:3](OCC)=[O:4].[BH4-].[Na+]. (3) Given the product [Cl:1][C:2]1[CH:7]=[C:6]([F:8])[CH:5]=[CH:4][C:3]=1[C:9]1[S:13][C:12]([C:14]([O:16][CH3:17])=[O:15])=[CH:11][C:10]=1[C:18]1[CH:23]=[CH:22][C:21]([O:24][CH2:26][CH2:27][CH2:28][O:29][CH:30]2[CH2:35][CH2:34][CH2:33][CH2:32][O:31]2)=[CH:20][CH:19]=1, predict the reactants needed to synthesize it. The reactants are: [Cl:1][C:2]1[CH:7]=[C:6]([F:8])[CH:5]=[CH:4][C:3]=1[C:9]1[S:13][C:12]([C:14]([O:16][CH3:17])=[O:15])=[CH:11][C:10]=1[C:18]1[CH:23]=[CH:22][C:21]([OH:24])=[CH:20][CH:19]=1.Br[CH2:26][CH2:27][CH2:28][O:29][CH:30]1[CH2:35][CH2:34][CH2:33][CH2:32][O:31]1.C(=O)([O-])[O-].[K+].[K+].CN(C=O)C.